Task: Binary Classification. Given a T-cell receptor sequence (or CDR3 region) and an epitope sequence, predict whether binding occurs between them.. Dataset: TCR-epitope binding with 47,182 pairs between 192 epitopes and 23,139 TCRs (1) The epitope is RAKFKQLL. The TCR CDR3 sequence is CASSLATTDGGGKLFF. Result: 1 (the TCR binds to the epitope). (2) The epitope is ISPRTLNAW. The TCR CDR3 sequence is CASFLNTEAFF. Result: 1 (the TCR binds to the epitope). (3) The epitope is GLIYNRMGAVTTEV. The TCR CDR3 sequence is CASSSSGRGLGIQYF. Result: 0 (the TCR does not bind to the epitope). (4) The epitope is GLCTLVAML. The TCR CDR3 sequence is CASSLGPEAFF. Result: 0 (the TCR does not bind to the epitope). (5) The epitope is YLKLTDNVYIK. The TCR CDR3 sequence is CASSDRGDEQFF. Result: 0 (the TCR does not bind to the epitope). (6) The epitope is KLSYGIATV. The TCR CDR3 sequence is CASSQEPDSSYEQYF. Result: 1 (the TCR binds to the epitope). (7) The epitope is FTISVTTEIL. The TCR CDR3 sequence is CASSQEQRGEIYEQYF. Result: 0 (the TCR does not bind to the epitope).